Regression. Given a target protein amino acid sequence and a drug SMILES string, predict the binding affinity score between them. We predict pKi (pKi = -log10(Ki in M); higher means stronger inhibition). Dataset: bindingdb_ki. From a dataset of Drug-target binding data from BindingDB using Ki measurements. (1) The drug is CSCC[C@H](NC(=O)[C@H](Cc1c[nH]c2ccccc12)NC(=O)CNC(=O)[C@H](Cc1ccc(O)cc1)NC(=O)[C@H](C)NC(=O)[C@H](CCC(=O)O)NC(=O)[C@H](CCC(=O)O)NC(=O)[C@H](CCC(=O)O)NC(=O)[C@H](CCC(=O)O)NC(=O)[C@H](CCC(=O)O)NC(=O)[C@H](CCSC)NC(=O)[C@@H]1CCCN1C(=O)[C@@H]1CCCN1C(=O)[C@H](CCCN=C(N)N)NC(=O)[C@@H]1CCC(=O)N1)C(=O)N[C@@H](CC(=O)O)C(=O)N[C@@H](Cc1ccccc1)C(N)=O. The target protein sequence is MELLKLNRSLQGPGPGPGAPLCRPAGPLLNSSGAGNVSCETPRIRGAGTRVKSMAILFNVTSLLSCWNKYRIIKVLGLSRRLRTVTKAFLLSLAVSDLLLAVACMPFTLLPNLMGTFIFGTVICKAVSYLMGVSVSVSTLSLVAIALERYSAICRPLQARVWQTRSHAARVILATWLLSGLLMVPYPVYTAVQPVGPRVLQCVHRWPNARVRQTWSVLLLLLLFFVPGVVMAVAYGLISRELYLGLRFDGDADSESQSRVRGPGGLSGSAPGPAHQNGRCRPESGLSGEDSDGCYVQLPRSRPALELSALAASTPAPGPGPRPTQAKLLAKKRVVRMLLVIVVLFFLCWLPVYSANTWRAFDGPGAHRALSGAPISFIHLLSYASACVNPLVYCFMHRRFRQACLDTCARCCPRPPRARPRPLPEEDPPTPSIASLSRLSYTTISTLGPG. The pKi is 6.0. (2) The small molecule is C[C@]12CC[C@@H]3c4ccc(O)cc4CC[C@H]3[C@@H]1C[C@@H](O)[C@@H]2O. The target protein (P46720) has sequence MEETEKKIATQEGRLFSKMKVFLLSLTCACLTKSLSGVYMNSMLTQIERQFDISTSVAGLINGSFEIGNLFFIVFVSYFGTKLHRPVVIGIGCVIMGLGCLLMSLPHFFMGRYEYETTISPTGNLSSNSFLCMENRTQTLKPTQDPAECVKEMKSLMWICVMVGNIIRGIGETPIVPLGISYIEDFAKSENSPLYIGILEMGKVAGPIFGLLLGSYCAQIYVDIGSVNTDDLTITPSDTRWVGAWWIGFLVCAGVNILTSIPFFFLPKALPKKGQQENVAVTKDGKVEKYGGQAREENLGITKDFLTFMKRLFCNPIYMLFILTSVLQVNGFINKFTFLPKYLEQQYGKSTAEAIFLIGVYSLPPICLGYLIGGFIMKKFKITVKKAAYLAFCLSVFEYLLFLCHFMLTCDNAAVAGLTTSYKGVQHQLHVESKVLADCNTRCSCSTNTWDPVCGDNGVAYMSACLAGCKKFVGTGTNMVFQDCSCIQSLGNSSAVLGLC.... The pKi is 5.0. (3) The drug is O=C(CCC(=O)Nc1cccc(Cl)c1)N/N=C/c1c2ccccc2cc2ccccc12. The target protein (P0A752) has sequence MKSLQALFGGTFDPVHYGHLKPVETLANLIGLTRVTIIPNNVPPHRPQPEANSVQRKHMLELAIADKPLFTLDERELKRNAPSYTAQTLKEWRQEQGPDVPLAFIIGQDSLLTFPTWYEYETILDNAHLIVCRRPGYPLEMAQPQYQQWLEDHLTHNPEDLHLQPAGKIYLAETPWFNISATIIRERLQNGESCEDLLPEPVLTYINQQGLYR. The pKi is 5.3. (4) The target protein (Q0VC81) has sequence MPVNSTAVSLASVTYISVEILIGLCAIVGNVLVIWVVKLNPSLQTTTFYFIVSLALADIAVGVLVMPLAIVISLGVTIHFYSCLLMTCLLMIFTHASIMSLLAIAVDRYLRVKLTVRYRRVTTQRRIWLALGLCWLVSFLVGLTPMFGWNMKLSSADKNLTFLPCQFRSVMRMDYMVYFSFFTWILIPLVVMCAIYFDIFYVIRNRLSQNFSGSKETGAFYGREFKTAKSLSLVLFLFALSWLPLSIINCIIYFNGEVPQIVLYLGILLSHANSMMNPIVYAYKIKKFKETYLLILKACVICQPSKSMDPSIEQTSE. The compound is O=c1c(-c2ccccc2)nnc2n(-c3ccccc3)c3ccccc3n12. The pKi is 6.0. (5) The small molecule is CC1(C)C2CC1[C@]1(C)OB([C@H](CCCNC(=N)N)NC(=O)c3ccc(-c4ccccc4)c(N)c3)O[C@@H]1C2. The pKi is 8.3. The target protein (P07477) has sequence MNPLLILTFVAAALAAPFDDDDKIVGGYNCEENSVPYQVSLNSGYHFCGGSLINEQWVVSAGHCYKSRIQVRLGEHNIEVLEGNEQFINAAKIIRHPQYDRKTLNNDIMLIKLSSRAVINARVSTISLPTAPPATGTKCLISGWGNTASSGADYPDELQCLDAPVLSQAKCEASYPGKITSNMFCVGFLEGGKDSCQGDSGGPVVCNGQLQGVVSWGDGCAQKNKPGVYTKVYNYVKWIKNTIAANS. (6) The compound is COC(=O)[C@@H]1C[C@H](OC(C)=O)C(=O)[C@H]2[C@@]1(C)CC[C@H]1C(=O)O[C@H](c3ccoc3)C[C@]21C. The target protein sequence is MDSPIQIFRGEPGPTCAPSACLPPNSSAWFPGWAEPDSNGSAGSEDAQLEPAHISPAIPVIITAVYSVVFVVGLVGNSLVMFVIIRYTKMKTATNIYIFNLALADALVTTTMPFQSTVYLMNSWPFGDVLCKIVISIDFYNMFTSIFTLTMMSVDRYIAVCHPVKALDFRTPLKAKIINICIWLLSSSVGISAIVLGGTKVREDVDVIECSLQFPDDDYSWWDLFMKICVFIFAFVIPVLIIIVCYTLMILRLKSVRLLSGSREKDRNLRRITRLVLVVVAVFVVCWTPIHIFILVEALGSTSHSTAALSSYYFCIALGYTNSSLNPILYAFLDENFKRCFRDFCFPLKMRMERQSTSRVRNTVQDPAYLRDIDGMNKPV. The pKi is 7.7. (7) The compound is COC1OC(=O)[C@H](O)C12[C@H](C(C)(C)C)[C@@H](O)C1OC(=O)C3[C@@]4(O)[C@H](C)C(=O)O[C@H]4[C@H](O)[C@]132. The target protein (Q62035) has sequence MEHNGSFRVDSEFRYTLFPIVYSVIFILGVVANGYVLWVFANLYPSKKLNEIKIFMVNLTMADLLFLITLPLWIVYYYNEGDWILPNFLCNVAGCLFFINTYCSVAFLGVITYNRYQAVAYPIKTAQATTRKRGISLSLIIWVSIVATASYFLATDSTNLVPNKDGSGNITRCFEHYEPYSVPILVVHVFIAFCFFLVFFLIFYCNLVIIHTLLTQPMRQQRKAGVKRRALWMVCTVLAVFIICFVPHHVVQLPWTLAELGYQTNFHQAINDAHQITLCLLSTNCVLDPVIYCFLTKKFRKHLSEKFYSMRSSRKCSRATSDTCTEVIVPANQTPIVSLKN. The pKi is 4.9. (8) The drug is O=C(O)c1cc(O)c(O)c(CCP(=O)(O)O)c1. The target protein (P07639) has sequence MERIVVTLGERSYPITIASGLFNEPASFLPLKSGEQVMLVTNETLAPLYLDKVRGVLEQAGVNVDSVILPDGEQYKSLAVLDTVFTALLQKPHGRDTTLVALGGGVVGDLTGFAAASYQRGVRFIQVPTTLLSQVDSSVGGKTAVNHPLGKNMIGAFYQPASVVVDLDCLKTLPPRELASGLAEVIKYGIILDGAFFNWLEENLDALLRLDGPAMAYCIRRCCELKAEVVAADERETGLRALLNLGHTFGHAIEAEMGYGNWLHGEAVAAGMVMAARTSERLGQFSSAETQRIITLLKRAGLPVNGPREMSAQAYLPHMLRDKKVLAGEMRLILPLAIGKSEVRSGVSHELVLNAIADCQSA. The pKi is 5.3.